Dataset: Forward reaction prediction with 1.9M reactions from USPTO patents (1976-2016). Task: Predict the product of the given reaction. (1) Given the reactants [C:1](Cl)(=O)[C:2]([Cl:4])=[O:3].CN(C)C=O.[F:12][C:13]([F:27])([F:26])[C:14]1[S:18][C:17]2C(C(O)=O)=[CH:20][CH:21]=[CH:22][C:16]=2[CH:15]=1, predict the reaction product. The product is: [F:27][C:13]([F:12])([F:26])[C:14]1[S:18][C:17]2[C:1]([C:2]([Cl:4])=[O:3])=[CH:20][CH:21]=[CH:22][C:16]=2[CH:15]=1. (2) The product is: [F:1][C:2]1[CH:12]=[CH:11][C:5]([C:6]([O:8][CH2:9][CH3:10])=[O:7])=[CH:4][C:3]=1[O:13][C:21]1[CH:20]=[CH:19][N:18]=[C:17]([Cl:16])[CH:22]=1. Given the reactants [F:1][C:2]1[CH:12]=[CH:11][C:5]([C:6]([O:8][CH2:9][CH3:10])=[O:7])=[CH:4][C:3]=1[OH:13].[H-].[Na+].[Cl:16][C:17]1[CH:22]=[C:21]([N+]([O-])=O)[CH:20]=[CH:19][N:18]=1, predict the reaction product. (3) The product is: [NH2:8][CH2:9][C:10]1[O:14][C:13]([C:15]([O:17][CH2:18][CH3:19])=[O:16])=[N:12][N:11]=1. Given the reactants C(OC([NH:8][CH2:9][C:10]1[O:14][C:13]([C:15]([O:17][CH2:18][CH3:19])=[O:16])=[N:12][N:11]=1)=O)(C)(C)C.Cl, predict the reaction product. (4) Given the reactants [CH3:1][C:2]1([CH3:41])[N:6]([CH2:7][CH2:8][O:9][CH2:10][CH2:11][O:12][CH2:13][CH2:14][S:15][CH2:16][CH2:17][CH2:18][C:19]([F:25])([F:24])[C:20]([F:23])([F:22])[F:21])[C:5](=[O:26])[N:4]([C:27]2[CH:32]=[CH:31][C:30]([N+:33]([O-:35])=[O:34])=[C:29]([C:36]([F:39])([F:38])[F:37])[CH:28]=2)[C:3]1=[O:40].CC1(C)N(CCCCCCCCCSCCCC(F)(F)C(F)(F)F)C(=[O:68])N(C2C=CC([N+]([O-])=O)=C(C(F)(F)F)C=2)C1=O, predict the reaction product. The product is: [CH3:1][C:2]1([CH3:41])[N:6]([CH2:7][CH2:8][O:9][CH2:10][CH2:11][O:12][CH2:13][CH2:14][S:15]([CH2:16][CH2:17][CH2:18][C:19]([F:24])([F:25])[C:20]([F:23])([F:22])[F:21])=[O:68])[C:5](=[O:26])[N:4]([C:27]2[CH:32]=[CH:31][C:30]([N+:33]([O-:35])=[O:34])=[C:29]([C:36]([F:38])([F:39])[F:37])[CH:28]=2)[C:3]1=[O:40]. (5) Given the reactants [CH3:1][C:2]1[CH:11]=[N:10][C:9]2[C:4](=[CH:5][CH:6]=[CH:7][CH:8]=2)[N:3]=1.C(OOC(=O)C1C=CC=CC=1)(=O)C1C=CC=CC=1.[Br:30]NC(=O)CCC(N)=O, predict the reaction product. The product is: [Br:30][CH2:1][C:2]1[CH:11]=[N:10][C:9]2[C:4](=[CH:5][CH:6]=[CH:7][CH:8]=2)[N:3]=1. (6) Given the reactants FC(F)(F)C(O)=O.[OH:8][C:9]1[N:16]=[CH:15][C:14]([C:17]2[CH:21]=[CH:20][N:19]([CH3:22])[N:18]=2)=[C:13]([O:23][CH3:24])[C:10]=1[C:11]#[N:12].F[C:26]1[N:33]=[CH:32][CH:31]=[CH:30][C:27]=1[C:28]#[N:29].C(=O)([O-])[O-].[Cs+].[Cs+].C(=O)([O-])O.[Na+], predict the reaction product. The product is: [CH3:24][O:23][C:13]1[C:14]([C:17]2[CH:21]=[CH:20][N:19]([CH3:22])[N:18]=2)=[CH:15][N:16]([C:26]2[C:27]([C:28]#[N:29])=[CH:30][CH:31]=[CH:32][N:33]=2)[C:9](=[O:8])[C:10]=1[C:11]#[N:12]. (7) Given the reactants [C:1]([O:5][C:6](=[O:20])[NH:7][C:8]1[S:9][C:10]([C:14]#[C:15][Si](C)(C)C)=[C:11]([CH3:13])[N:12]=1)([CH3:4])([CH3:3])[CH3:2].C([O-])([O-])=O.[K+].[K+], predict the reaction product. The product is: [C:1]([O:5][C:6](=[O:20])[NH:7][C:8]1[S:9][C:10]([C:14]#[CH:15])=[C:11]([CH3:13])[N:12]=1)([CH3:4])([CH3:3])[CH3:2].